This data is from Catalyst prediction with 721,799 reactions and 888 catalyst types from USPTO. The task is: Predict which catalyst facilitates the given reaction. (1) Reactant: C[O:2][C:3](=O)[CH:4]=[CH2:5].[F:7][C:8]1[CH:13]=[CH:12][C:11]([CH2:14][C:15]#[N:16])=[CH:10][CH:9]=1.C[O-:18].[Na+].Cl.[CH2:21]1[CH2:25][O:24][CH2:23][CH2:22]1. Product: [CH3:23][O:24][C:25]([CH:21]1[CH2:22][C:14]([C:15]#[N:16])([C:11]2[CH:12]=[CH:13][C:8]([F:7])=[CH:9][CH:10]=2)[CH2:5][CH2:4][C:3]1=[O:2])=[O:18]. The catalyst class is: 5. (2) Reactant: [F:1][C:2]1[CH:7]=[CH:6][C:5]([C:8]2[O:9][C:10]3[CH:20]=[CH:19][C:18]([C:21]4[C:22]([CH3:32])=[CH:23][C:24]([O:30][CH3:31])=[C:25]([CH:29]=4)[C:26]([OH:28])=O)=[CH:17][C:11]=3[C:12]=2[C:13](=[O:16])[NH:14][CH3:15])=[CH:4][CH:3]=1.Cl.[N:34]1[CH:39]=[CH:38][C:37]([C:40]2([NH2:43])[CH2:42][CH2:41]2)=[CH:36][N:35]=1.CN([P+](ON1N=NC2C=CC=CC1=2)(N(C)C)N(C)C)C.F[P-](F)(F)(F)(F)F. Product: [F:1][C:2]1[CH:7]=[CH:6][C:5]([C:8]2[O:9][C:10]3[CH:20]=[CH:19][C:18]([C:21]4[CH:29]=[C:25]([C:26](=[O:28])[NH:43][C:40]5([C:37]6[CH:38]=[CH:39][N:34]=[N:35][CH:36]=6)[CH2:42][CH2:41]5)[C:24]([O:30][CH3:31])=[CH:23][C:22]=4[CH3:32])=[CH:17][C:11]=3[C:12]=2[C:13]([NH:14][CH3:15])=[O:16])=[CH:4][CH:3]=1. The catalyst class is: 18. (3) Reactant: [CH3:1][NH:2][C:3]([CH:5]([NH:7][C:8](=O)[C:9]1[CH:14]=[CH:13][CH:12]=[N:11][CH:10]=1)[CH3:6])=O.COC1C=CC(P2(SP(C3C=CC(OC)=CC=3)(=S)S2)=[S:25])=CC=1. Product: [CH3:1][NH:2][C:3]1[S:25][C:8]([C:9]2[CH:10]=[N:11][CH:12]=[CH:13][CH:14]=2)=[N:7][C:5]=1[CH3:6]. The catalyst class is: 26. (4) Reactant: [S:1]([C:8]1[CH:14]=[CH:13][C:11]([CH3:12])=[CH:10][CH:9]=1)([O:4]CCC)(=[O:3])=[O:2]. The catalyst class is: 9. Product: [CH3:12][C:11]1[CH:13]=[CH:14][C:8]([S:1]([OH:4])(=[O:3])=[O:2])=[CH:9][CH:10]=1. (5) Reactant: Cl[CH2:2][C:3]([C:5]1[CH:10]=[CH:9][C:8]([Br:11])=[C:7]([F:12])[CH:6]=1)=[O:4].[BH4-].[Na+].C[O-].[Na+].O. Product: [Br:11][C:8]1[CH:9]=[CH:10][C:5]([CH:3]2[CH2:2][O:4]2)=[CH:6][C:7]=1[F:12]. The catalyst class is: 8.